Dataset: NCI-60 drug combinations with 297,098 pairs across 59 cell lines. Task: Regression. Given two drug SMILES strings and cell line genomic features, predict the synergy score measuring deviation from expected non-interaction effect. (1) Drug 1: CCCS(=O)(=O)NC1=C(C(=C(C=C1)F)C(=O)C2=CNC3=C2C=C(C=N3)C4=CC=C(C=C4)Cl)F. Drug 2: CC(C)CN1C=NC2=C1C3=CC=CC=C3N=C2N. Cell line: COLO 205. Synergy scores: CSS=24.2, Synergy_ZIP=-2.33, Synergy_Bliss=-1.80, Synergy_Loewe=-16.3, Synergy_HSA=-3.13. (2) Drug 1: C1=CC(=CC=C1CCCC(=O)O)N(CCCl)CCCl. Drug 2: CN1C(=O)N2C=NC(=C2N=N1)C(=O)N. Cell line: SF-268. Synergy scores: CSS=35.0, Synergy_ZIP=-2.88, Synergy_Bliss=-0.311, Synergy_Loewe=-4.79, Synergy_HSA=-1.14. (3) Drug 1: CN(C)N=NC1=C(NC=N1)C(=O)N. Drug 2: CCC1=C2CN3C(=CC4=C(C3=O)COC(=O)C4(CC)O)C2=NC5=C1C=C(C=C5)O. Cell line: MALME-3M. Synergy scores: CSS=9.00, Synergy_ZIP=-6.70, Synergy_Bliss=2.25, Synergy_Loewe=-23.8, Synergy_HSA=-0.0113. (4) Drug 1: CC1C(C(=O)NC(C(=O)N2CCCC2C(=O)N(CC(=O)N(C(C(=O)O1)C(C)C)C)C)C(C)C)NC(=O)C3=C4C(=C(C=C3)C)OC5=C(C(=O)C(=C(C5=N4)C(=O)NC6C(OC(=O)C(N(C(=O)CN(C(=O)C7CCCN7C(=O)C(NC6=O)C(C)C)C)C)C(C)C)C)N)C. Drug 2: CC1C(C(CC(O1)OC2CC(CC3=C2C(=C4C(=C3O)C(=O)C5=C(C4=O)C(=CC=C5)OC)O)(C(=O)CO)O)N)O.Cl. Cell line: HS 578T. Synergy scores: CSS=27.6, Synergy_ZIP=4.93, Synergy_Bliss=6.38, Synergy_Loewe=2.86, Synergy_HSA=6.74.